Dataset: Peptide-MHC class II binding affinity with 134,281 pairs from IEDB. Task: Regression. Given a peptide amino acid sequence and an MHC pseudo amino acid sequence, predict their binding affinity value. This is MHC class II binding data. (1) The peptide sequence is AASDFWGGAGSAACQ. The MHC is HLA-DQA10101-DQB10501 with pseudo-sequence HLA-DQA10101-DQB10501. The binding affinity (normalized) is 0. (2) The peptide sequence is NPIASTNDDEVLIEV. The MHC is DRB1_0301 with pseudo-sequence DRB1_0301. The binding affinity (normalized) is 0.541.